From a dataset of Reaction yield outcomes from USPTO patents with 853,638 reactions. Predict the reaction yield, written as a fraction of the theoretical maximum amount of product (1.0 means a 100% yield; for example, 0.34 means a 34% yield). (1) The reactants are [O:1]1[CH:5]=[CH:4][CH:3]=[C:2]1[C:6]([OH:8])=O.C1C=CC2N(O)N=NC=2C=1.CCN=C=NCCCN(C)C.FC(F)(F)C(O)=O.[NH2:37][CH2:38][CH2:39][N:40]1[C:44]2[CH:45]=[CH:46][C:47]([C:49]([N:51]3[CH2:57][C:56]4([CH3:59])[CH2:58][CH:52]3[CH2:53][C:54]([CH3:61])([CH3:60])[CH2:55]4)=[O:50])=[CH:48][C:43]=2[N:42]=[CH:41]1. The catalyst is C1COCC1. The product is [CH3:59][C:56]12[CH2:58][CH:52]([N:51]([C:49]([C:47]3[CH:46]=[CH:45][C:44]4[N:40]([CH2:39][CH2:38][NH:37][C:6]([C:2]5[O:1][CH:5]=[CH:4][CH:3]=5)=[O:8])[CH:41]=[N:42][C:43]=4[CH:48]=3)=[O:50])[CH2:57]1)[CH2:53][C:54]([CH3:61])([CH3:60])[CH2:55]2. The yield is 0.700. (2) The reactants are [CH3:1][C:2]1[O:6][N:5]=[C:4]([C:7]2[CH:12]=[CH:11][CH:10]=[CH:9][CH:8]=2)[C:3]=1[C:13]([NH:15][NH2:16])=[O:14].[F:17][C:18]1[CH:26]=[CH:25][C:24]([F:27])=[CH:23][C:19]=1[C:20](O)=O. No catalyst specified. The product is [F:17][C:18]1[CH:26]=[CH:25][C:24]([F:27])=[CH:23][C:19]=1[C:20]1[O:14][C:13]([C:3]2[C:4]([C:7]3[CH:12]=[CH:11][CH:10]=[CH:9][CH:8]=3)=[N:5][O:6][C:2]=2[CH3:1])=[N:15][N:16]=1. The yield is 0.680.